From a dataset of Full USPTO retrosynthesis dataset with 1.9M reactions from patents (1976-2016). Predict the reactants needed to synthesize the given product. Given the product [CH2:1]([CH:3]([N:6]1[C:10]2[N:11]=[C:12]([N:16]([CH2:26][CH3:27])[C:17]3[C:18]([CH3:25])=[CH:19][C:20]([CH3:24])=[CH:21][C:22]=3[CH3:23])[N:13]=[C:14]([CH3:15])[C:9]=2[C:8](=[CH:29][CH:30]([CH3:32])[CH3:31])[C:7]1=[O:28])[CH2:4][CH3:5])[CH3:2], predict the reactants needed to synthesize it. The reactants are: [CH2:1]([CH:3]([N:6]1[C:10]2[N:11]=[C:12]([N:16]([CH2:26][CH3:27])[C:17]3[C:22]([CH3:23])=[CH:21][C:20]([CH3:24])=[CH:19][C:18]=3[CH3:25])[N:13]=[C:14]([CH3:15])[C:9]=2[CH2:8][C:7]1=[O:28])[CH2:4][CH3:5])[CH3:2].[CH:29](=O)[CH:30]([CH3:32])[CH3:31].N1CCCCC1.O.